From a dataset of Cav3 T-type calcium channel HTS with 100,875 compounds. Binary Classification. Given a drug SMILES string, predict its activity (active/inactive) in a high-throughput screening assay against a specified biological target. (1) The molecule is S1(=O)(=O)Cc2c(sc(c2)C(=O)NCCCSCCC)C1. The result is 0 (inactive). (2) The drug is Brc1ccc(n2c(=O)[nH]c(N3CCOCC3)cc2=O)cc1. The result is 0 (inactive). (3) The drug is Clc1cc(c(OC(C)C(O)=O)cc1)C. The result is 0 (inactive). (4) The compound is Clc1cc(c2oc(cc2)C(=O)Nc2c(cccc2)C(OC)=O)ccc1. The result is 0 (inactive). (5) The drug is S(CCOc1ccc(cc1)C)c1nc(N(C)C)nc(NCC)n1. The result is 0 (inactive). (6) The result is 0 (inactive). The molecule is O(c1cc(c(cc1)C)C)Cc1onc(n1)c1cc(OC)c(OC)cc1. (7) The compound is Clc1cc(NC(=O)NCc2cc3c(n(c(c3)C)C)cc2)ccc1Cl. The result is 0 (inactive).